Dataset: Reaction yield outcomes from USPTO patents with 853,638 reactions. Task: Predict the reaction yield, written as a fraction of the theoretical maximum amount of product (1.0 means a 100% yield; for example, 0.34 means a 34% yield). (1) The reactants are [C:1]([NH:4][NH:5][C:6](=[S:11])[NH:7][CH:8]([CH3:10])[CH3:9])(=O)[CH3:2].[OH-].[Na+].Br[CH2:15][C:16]([C:18]12[CH2:27][CH:22]3[CH2:23][CH:24]([CH2:26][CH:20]([CH2:21]3)[CH2:19]1)[CH2:25]2)=[O:17]. No catalyst specified. The product is [C:18]12([C:16](=[O:17])[CH2:15][S:11][C:6]3[N:7]([CH:8]([CH3:10])[CH3:9])[C:1]([CH3:2])=[N:4][N:5]=3)[CH2:25][CH:24]3[CH2:23][CH:22]([CH2:21][CH:20]([CH2:26]3)[CH2:19]1)[CH2:27]2. The yield is 0.440. (2) The product is [C:1]([O:5][C:6]([NH:8][CH2:9][C:10]1[N:11]([CH2:38][CH:39]([CH3:41])[CH3:40])[C:12](=[O:37])[C:13]2[C:18]([C:19]=1[C:20]1[CH:25]=[CH:24][CH:23]=[CH:22][CH:21]=1)=[CH:17][C:16]([C:26]1[S:27][C:28]([C:32]([OH:34])=[O:33])=[C:29]([CH3:31])[N:30]=1)=[CH:15][CH:14]=2)=[O:7])([CH3:2])([CH3:4])[CH3:3]. The reactants are [C:1]([O:5][C:6]([NH:8][CH2:9][C:10]1[N:11]([CH2:38][CH:39]([CH3:41])[CH3:40])[C:12](=[O:37])[C:13]2[C:18]([C:19]=1[C:20]1[CH:25]=[CH:24][CH:23]=[CH:22][CH:21]=1)=[CH:17][C:16]([C:26]1[S:27][C:28]([C:32]([O:34]CC)=[O:33])=[C:29]([CH3:31])[N:30]=1)=[CH:15][CH:14]=2)=[O:7])([CH3:4])([CH3:3])[CH3:2].C(O)C.[OH-].[Na+].Cl. The catalyst is O. The yield is 0.938. (3) The reactants are [OH:1][CH2:2][CH2:3][CH2:4][N:5]1[CH:9]=[C:8]([C:10]([NH:12][CH2:13][C:14]2[CH:19]=[CH:18][C:17]([C:20]([F:23])([F:22])[F:21])=[CH:16][CH:15]=2)=[O:11])[C:7]([O:24][CH:25]([CH3:27])[CH3:26])=[N:6]1.[CH2:28]([C:30]1[C:31](O)=[C:32]([CH2:36][C:37]([O:39]C)=[O:38])[CH:33]=[CH:34][CH:35]=1)[CH3:29].C(P(CCCC)CCCC)CCC.N(C(N1CCCCC1)=O)=NC(N1CCCCC1)=O.O1CCCC1CO.[OH-].[Na+].Cl. The catalyst is O1CCCC1. The product is [CH2:28]([C:30]1[C:31]([O:1][CH2:2][CH2:3][CH2:4][N:5]2[CH:9]=[C:8]([C:10]([NH:12][CH2:13][C:14]3[CH:19]=[CH:18][C:17]([C:20]([F:23])([F:21])[F:22])=[CH:16][CH:15]=3)=[O:11])[C:7]([O:24][CH:25]([CH3:27])[CH3:26])=[N:6]2)=[C:32]([CH2:36][C:37]([OH:39])=[O:38])[CH:33]=[CH:34][CH:35]=1)[CH3:29]. The yield is 0.280. (4) The reactants are [CH3:1][O:2][C:3]1[C:8]([O:9][CH3:10])=[CH:7][CH:6]=[CH:5][C:4]=1[OH:11].F[C:13]1[CH:14]=[C:15]([CH3:22])[CH:16]=[CH:17][C:18]=1[N+:19]([O-:21])=[O:20].[CH3:23][O:24][C:25]1[C:39]([O:40][CH3:41])=[CH:38][CH:37]=[CH:36][C:26]=1[O:27][C:28]1[CH:34]=[C:33]([CH3:35])[CH:32]=[CH:31][C:29]=1[NH2:30].[NH2:42][C:43]1[S:44][CH:45]=[CH:46][N:47]=1. No catalyst specified. The product is [CH3:1][O:2][C:3]1[C:8]([O:9][CH3:10])=[CH:7][CH:6]=[CH:5][C:4]=1[O:11][C:13]1[CH:14]=[C:15]([CH3:22])[CH:16]=[CH:17][C:18]=1[N+:19]([O-:21])=[O:20].[CH3:23][O:24][C:25]1[C:39]([O:40][CH3:41])=[CH:38][CH:37]=[CH:36][C:26]=1[O:27][C:28]1[CH:34]=[C:33]([CH3:35])[CH:32]=[CH:31][C:29]=1[NH:30][C:4]([NH:42][C:43]1[S:44][CH:45]=[CH:46][N:47]=1)=[O:11]. The yield is 0.640. (5) The reactants are [CH2:1]([O:8][C:9]([N:11]1[CH2:15][C@@H:14]([OH:16])[CH2:13][C@@H:12]1[C:17]([OH:19])=[O:18])=[O:10])[C:2]1[CH:7]=[CH:6][CH:5]=[CH:4][CH:3]=1.S(Cl)(Cl)=O.[CH3:24]O. No catalyst specified. The product is [CH3:24][O:18][C:17]([C@H:12]1[CH2:13][C@H:14]([OH:16])[CH2:15][N:11]1[C:9]([O:8][CH2:1][C:2]1[CH:7]=[CH:6][CH:5]=[CH:4][CH:3]=1)=[O:10])=[O:19]. The yield is 1.00. (6) The reactants are [Cl:1][C:2]1[CH:16]=[C:15]([CH2:17][N:18]2[CH2:22][CH2:21][CH:20]([C:23]3[CH:28]=[CH:27][CH:26]=[CH:25][CH:24]=3)[CH2:19]2)[CH:14]=[CH:13][C:3]=1[O:4][C:5]1[CH:12]=[CH:11][C:8]([C:9]#[N:10])=[CH:7][N:6]=1.C(=O)([O-])[O-:30].[K+].[K+].OO. The catalyst is CS(C)=O. The product is [Cl:1][C:2]1[CH:16]=[C:15]([CH2:17][N:18]2[CH2:22][CH2:21][CH:20]([C:23]3[CH:28]=[CH:27][CH:26]=[CH:25][CH:24]=3)[CH2:19]2)[CH:14]=[CH:13][C:3]=1[O:4][C:5]1[CH:12]=[CH:11][C:8]([C:9]([NH2:10])=[O:30])=[CH:7][N:6]=1. The yield is 0.610.